This data is from Catalyst prediction with 721,799 reactions and 888 catalyst types from USPTO. The task is: Predict which catalyst facilitates the given reaction. (1) Reactant: [Br:1][C:2]1[CH:16]=[CH:15][C:5]([O:6][CH2:7][CH2:8][CH2:9][CH2:10][CH2:11][C:12]([O-:14])=[O:13])=[C:4]([CH2:17][NH:18][CH:19]([CH3:21])[CH3:20])[CH:3]=1.[O:22]1[CH:26]=[CH:25][CH:24]=[C:23]1[C:27]1[CH:35]=[CH:34][C:30]([C:31]([OH:33])=O)=[CH:29][CH:28]=1.[CH3:36][CH2:37]N=C=NCCCN(C)C.Cl.C1C=CC2N(O)N=NC=2C=1.C(N(CC)CC)C. Product: [Br:1][C:2]1[CH:16]=[CH:15][C:5]([O:6][CH2:7][CH2:8][CH2:9][CH2:10][CH2:11][C:12]([O:14][CH2:36][CH3:37])=[O:13])=[C:4]([CH2:17][N:18]([CH:19]([CH3:21])[CH3:20])[C:31](=[O:33])[C:30]2[CH:29]=[CH:28][C:27]([C:23]3[O:22][CH:26]=[CH:25][CH:24]=3)=[CH:35][CH:34]=2)[CH:3]=1. The catalyst class is: 18. (2) Reactant: [CH3:1][N:2]1[C:10]2[CH2:9][CH2:8][N:7]([C:11]([O:13][C:14]([CH3:17])([CH3:16])[CH3:15])=[O:12])[CH2:6][C:5]=2[CH:4]=[C:3]1[C:18]([O:20]CC)=[O:19].[OH-].[Na+]. Product: [C:14]([O:13][C:11]([N:7]1[CH2:8][CH2:9][C:10]2[N:2]([CH3:1])[C:3]([C:18]([OH:20])=[O:19])=[CH:4][C:5]=2[CH2:6]1)=[O:12])([CH3:17])([CH3:16])[CH3:15]. The catalyst class is: 14. (3) Reactant: [CH3:1][O:2][C:3]1[CH:21]=[CH:20][C:6]2[NH:7][C:8](=[O:19])[N:9]([CH:12]3[CH2:17][CH2:16][NH:15][CH2:14][CH:13]3[CH3:18])[CH2:10][CH2:11][C:5]=2[CH:4]=1.Cl[C:23]1[N:28]=[CH:27][N:26]=[C:25]([C:29]([C:31]2[CH:41]=[C:40]([CH3:42])[C:34]3[N:35]([CH3:39])[C:36](=[O:38])[O:37][C:33]=3[CH:32]=2)=[O:30])[CH:24]=1.CO. Product: [CH3:39][N:35]1[C:34]2[C:40]([CH3:42])=[CH:41][C:31]([C:29]([C:25]3[N:26]=[CH:27][N:28]=[C:23]([N:15]4[CH2:16][CH2:17][CH:12]([N:9]5[CH2:10][CH2:11][C:5]6[CH:4]=[C:3]([O:2][CH3:1])[CH:21]=[CH:20][C:6]=6[NH:7][C:8]5=[O:19])[CH:13]([CH3:18])[CH2:14]4)[CH:24]=3)=[O:30])=[CH:32][C:33]=2[O:37][C:36]1=[O:38]. The catalyst class is: 3. (4) Reactant: [CH3:1][N:2]1[C:6]([CH3:7])=[C:5]([NH2:8])[C:4]([CH3:9])=[N:3]1.[C:10]([O-])(=[O:12])[CH3:11].[K+].C(OC(=O)C)(=O)C. Product: [CH3:1][N:2]1[C:6]([CH3:7])=[C:5]([NH:8][C:10](=[O:12])[CH3:11])[C:4]([CH3:9])=[N:3]1. The catalyst class is: 25. (5) Reactant: [ClH:1].C([S@@]([N:8]1[CH2:12][CH2:11][CH2:10][CH:9]1[C:13]1[CH:18]=[C:17]([F:19])[CH:16]=[CH:15][C:14]=1[O:20][C@@H:21]1[CH2:25][CH2:24][O:23][CH2:22]1)=O)(C)(C)C. Product: [ClH:1].[F:19][C:17]1[CH:16]=[CH:15][C:14]([O:20][C@@H:21]2[CH2:25][CH2:24][O:23][CH2:22]2)=[C:13]([CH:9]2[CH2:10][CH2:11][CH2:12][NH:8]2)[CH:18]=1. The catalyst class is: 12.